This data is from Peptide-MHC class II binding affinity with 134,281 pairs from IEDB. The task is: Regression. Given a peptide amino acid sequence and an MHC pseudo amino acid sequence, predict their binding affinity value. This is MHC class II binding data. The peptide sequence is DLDDEQEILNYMSPH. The MHC is DRB1_1301 with pseudo-sequence DRB1_1301. The binding affinity (normalized) is 0.